From a dataset of Full USPTO retrosynthesis dataset with 1.9M reactions from patents (1976-2016). Predict the reactants needed to synthesize the given product. (1) The reactants are: [CH:1]1([CH2:4][O:5][C:6]2[N:11]=[C:10]([C:12]([OH:14])=O)[CH:9]=[CH:8][C:7]=2[C:15]2([OH:19])[CH2:18][CH2:17][CH2:16]2)[CH2:3][CH2:2]1.[NH2:20][C:21]1([CH2:25][C:26]([O:28][CH3:29])=[O:27])[CH2:24][S:23][CH2:22]1.CCN(C(C)C)C(C)C. Given the product [CH:1]1([CH2:4][O:5][C:6]2[N:11]=[C:10]([C:12]([NH:20][C:21]3([CH2:25][C:26]([O:28][CH3:29])=[O:27])[CH2:24][S:23][CH2:22]3)=[O:14])[CH:9]=[CH:8][C:7]=2[C:15]2([OH:19])[CH2:18][CH2:17][CH2:16]2)[CH2:2][CH2:3]1, predict the reactants needed to synthesize it. (2) Given the product [OH:12][C:4]1[CH:3]=[C:2]([NH:1][C:20]([O:22][CH3:23])=[O:21])[CH:11]=[CH:10][C:5]=1[C:6]([O:8][CH3:9])=[O:7], predict the reactants needed to synthesize it. The reactants are: [NH2:1][C:2]1[CH:11]=[CH:10][C:5]([C:6]([O:8][CH3:9])=[O:7])=[C:4]([OH:12])[CH:3]=1.N1C=CC=CC=1.Cl[C:20]([O:22][CH3:23])=[O:21]. (3) Given the product [NH2:1][C:2]1[CH:3]=[CH:4][C:5]([C:9]#[N:10])=[N:6][C:7]=1[C:19]#[C:18][C:20]1[CH:25]=[CH:24][N:23]=[CH:22][CH:21]=1, predict the reactants needed to synthesize it. The reactants are: [NH2:1][C:2]1[CH:3]=[CH:4][C:5]([C:9]#[N:10])=[N:6][C:7]=1I.C([O-])([O-])=O.[Cs+].[Cs+].Cl.[C:18]([C:20]1[CH:25]=[CH:24][N:23]=[CH:22][CH:21]=1)#[CH:19].C(Cl)Cl. (4) The reactants are: [NH:1]1[CH2:6][CH2:5][CH:4]([C:7]2[CH:8]=[C:9]([CH:19]=[CH:20][CH:21]=2)[CH2:10][NH:11][C:12](=[O:18])[O:13][C:14]([CH3:17])([CH3:16])[CH3:15])[CH2:3][CH2:2]1.[OH:22][C:23]1[CH:24]=[C:25](/[CH:33]=[CH:34]/[C:35](O)=[O:36])[CH:26]=[CH:27][C:28]=1[C:29]([OH:32])([CH3:31])[CH3:30].C1C=CC2N(O)N=NC=2C=1.CCN(C(C)C)C(C)C. Given the product [OH:22][C:23]1[CH:24]=[C:25](/[CH:33]=[CH:34]/[C:35]([N:1]2[CH2:6][CH2:5][CH:4]([C:7]3[CH:8]=[C:9]([CH:19]=[CH:20][CH:21]=3)[CH2:10][NH:11][C:12](=[O:18])[O:13][C:14]([CH3:17])([CH3:15])[CH3:16])[CH2:3][CH2:2]2)=[O:36])[CH:26]=[CH:27][C:28]=1[C:29]([OH:32])([CH3:31])[CH3:30], predict the reactants needed to synthesize it. (5) Given the product [CH3:1][C:2]1[CH:3]=[CH:4][C:5]([O:8][C@H:9]2[C@@H:14]3[CH2:15][CH2:16][C@@H:11]([CH2:12][NH:13]3)[CH2:10]2)=[N:6][CH:7]=1, predict the reactants needed to synthesize it. The reactants are: [CH3:1][C:2]1[CH:3]=[CH:4][C:5]([O:8][C@H:9]2[C@@H:14]3[CH2:15][CH2:16][C@@H:11]([CH2:12][N:13]3C(OC(C)(C)C)=O)[CH2:10]2)=[N:6][CH:7]=1.Cl. (6) Given the product [CH:1]1([C:4]2[CH:5]=[C:6]([C@@H:16]([CH2:35][CH:36]3[CH2:41][CH2:40][O:39][CH2:38][CH2:37]3)[C:17]([NH:19][C:20]3[CH:25]=[N:24][C:23]([CH2:26][CH2:27][OH:28])=[CH:22][N:21]=3)=[O:18])[CH:7]=[CH:8][C:9]=2[S:10]([CH:13]2[CH2:14][CH2:15]2)(=[O:11])=[O:12])[CH2:3][CH2:2]1, predict the reactants needed to synthesize it. The reactants are: [CH:1]1([C:4]2[CH:5]=[C:6]([C@@H:16]([CH2:35][CH:36]3[CH2:41][CH2:40][O:39][CH2:38][CH2:37]3)[C:17]([NH:19][C:20]3[CH:25]=[N:24][C:23]([CH2:26][CH2:27][O:28]C4CCCCO4)=[CH:22][N:21]=3)=[O:18])[CH:7]=[CH:8][C:9]=2[S:10]([CH:13]2[CH2:15][CH2:14]2)(=[O:12])=[O:11])[CH2:3][CH2:2]1.Cl.O.